Dataset: HIV replication inhibition screening data with 41,000+ compounds from the AIDS Antiviral Screen. Task: Binary Classification. Given a drug SMILES string, predict its activity (active/inactive) in a high-throughput screening assay against a specified biological target. (1) The compound is O=C1C=C(Nc2ccccc2)c2ccccc2C1=O. The result is 0 (inactive). (2) The molecule is Cc1cc(C)n(-c2nc3ccccc3c(=O)n2-c2ccccc2)n1. The result is 0 (inactive). (3) The result is 0 (inactive). The molecule is Cc1cc(-c2cc(C)c(N)c(S(=O)(=O)O)c2)cc(S(=O)(=O)O)c1N. (4) The molecule is O=C1NC(N2CCCCC2)=NC1=Cc1cccs1. The result is 0 (inactive).